This data is from Experimentally validated miRNA-target interactions with 360,000+ pairs, plus equal number of negative samples. The task is: Binary Classification. Given a miRNA mature sequence and a target amino acid sequence, predict their likelihood of interaction. (1) The miRNA is hsa-miR-1295b-3p with sequence AAUAGGCCACGGAUCUGGGCAA. The protein sequence of the target gene is MTEDSQRNFRSVYYEKVGFRGVEEKKSLEILLKDDRLDTEKLCTFSQRFPLPSMYRALVWKVLLGILPPHHESHAKVMMYRKEQYLDVLHALKVVRFVSDATPQAEVYLRMYQLESGKLPRSPSFPLEPDDEVFLAIAKAMEEMVEDSVDCYWITRRFVNQLNTKYRDSLPQLPKAFEQYLNLEDGRLLTHLRMCSAAPKLPYDLWFKRCFAGCLPESSLQRVWDKVVSGSCKILVFVAVEILLTFKIKVMALNSAEKITKFLENIPQDSSDAIVSKAIDLWHKHCGTPVHSS. Result: 0 (no interaction). (2) The miRNA is hsa-miR-193a-3p with sequence AACUGGCCUACAAAGUCCCAGU. The protein sequence of the target gene is MAITQFRLFKFCTCLATVFSFLKRLICRSGRGRKLSGDQITLPTTVDYSSVPKQTDVEEWTSWDEDAPTSVKIEGGNGNVATQQNSLEQLEPDYFKDMTPTIRKTQKIVIKKREPLNFGIPDGSTGFSSRLAATQDLPFIHQSSELGDLDTWQENTNAWEEEEDAAWQAEEVLRQQKLADREKRAAEQQRKKMEKEAQRLMKKEQNKIGVKLS. Result: 1 (interaction). (3) The miRNA is hsa-miR-6079 with sequence UUGGAAGCUUGGACCAACUAGCUG. The protein sequence of the target gene is MEPGGEPTGAKESSTLMESLAAVKAAFLAQAPSGSRSAEVQAAQSTEPAAEAGAPEGEGHRGGPPRALGSLGLCENQEARERPGGSPRGPVTSEKTGGQSGLESDVPPNAGPGAEGGGSWKGRPFPCGACGRSFKCSSDAAKHRSIHSGEKPYECSDCGKAFIHSSHVVRHQRAHSGERPYACAECGKAFGQSFNLLRHQRVHTGEKPYACADCGKAFGQRSDAAKHRRTHTGERLYACGECGKRFLHSSNVVRHRRTHHGENPYECRECGQAFSQSSNLLQHQRVHTGERPFACQDCGR.... Result: 0 (no interaction). (4) The miRNA is hsa-miR-20a-3p with sequence ACUGCAUUAUGAGCACUUAAAG. The protein sequence of the target gene is MSHLFDPRLPALAASPMLYLYGPERPGLPLAFAPAAALAASGRAETPQKPPYSYIALIAMAIQDAPEQRVTLNGIYQFIMDRFPFYHDNRQGWQNSIRHNLSLNDCFVKVPREKGRPGKGSYWTLDPRCLDMFENGNYRRRKRKPKPGPGAPEAKRPRAETHQRSAEAQPEAGSGAGGSGPAISRLQAAPAGPSPLLDGPSPPAPLHWPGTASPNEDAGDAAQGAAAVAVGQAARTGDGPGSPLRPASRSSPKSSDKSKSFSIDSILAGKQGQKPPSGDELLGGAKPGPGGRLGASLLAA.... Result: 1 (interaction). (5) The miRNA is hsa-miR-151b with sequence UCGAGGAGCUCACAGUCU. The protein sequence of the target gene is MAEAALLLLPEAAAERDAREKLALWDRRPDTTAPLTDRQTDSVLELKAAAENLPVPAELPIEDLCSLTSQSLPIELTSVVPESTEDILLKGFTSLGMEEERIETAQQFFSWFAKLQTQMDQDEGTKYRQMRDYLSGFQEQCDAILNDVNSALQHLESLQKQYLFVSNKTGTLHEACEQLLKEQSELVDLAENIQQKLSYFNELETINTKLNSPTLSVNSDGFIPMLAKLDDCITYISSHPNFKDYPIYLLKFKQCLSKALHLMKTYTVNTLQTLTSQLLKRDPSSVPNADNAFTLFYVKF.... Result: 0 (no interaction). (6) The miRNA is hsa-miR-4524a-3p with sequence UGAGACAGGCUUAUGCUGCUAU. The protein sequence of the target gene is MVKKLVMAQKRGETRALCLGVTMVVCAVITYYILVTTVLPLYQKSVWTQESKCHLIETNIRDQEELKGKKVPQYPCLWVNVSAAGRWAVLYHTEDTRDQNQQCSYIPGSVDNYQTARADVEKVRAKFQEQQVFYCFSAPRGNETSVLFQRLYGPQALLFSLFWPTFLLTGGLLIIAMVKSNQYLSILAAQK. Result: 1 (interaction). (7) The miRNA is hsa-miR-216b-3p with sequence ACACACUUACCCGUAGAGAUUCUA. The protein sequence of the target gene is MADVEDGEETCALASHSGSSGSKSGGDKMFSLKKWNAVAMWSWDVECDTCAICRVQVMDACLRCQAENKQEDCVVVWGECNHSFHNCCMSLWVKQNNRCPLCQQDWVVQRIGK. Result: 0 (no interaction).